Dataset: Rat liver microsome stability data. Task: Regression/Classification. Given a drug SMILES string, predict its absorption, distribution, metabolism, or excretion properties. Task type varies by dataset: regression for continuous measurements (e.g., permeability, clearance, half-life) or binary classification for categorical outcomes (e.g., BBB penetration, CYP inhibition). Dataset: rlm. (1) The compound is COC(=O)Nc1ccc2c(c1)NC(=O)[C@H](C)CCC[C@H](N1CCN(c3c(F)ccc(Cl)c3F)CC1=O)c1cc-2ccn1. The result is 1 (stable in rat liver microsomes). (2) The molecule is CCS(=O)(=O)c1cccc(Oc2cccc(-n3c(C)nc4c(C(F)(F)F)cccc43)c2)c1. The result is 1 (stable in rat liver microsomes). (3) The molecule is O=C(C1CCN(c2nc(-c3ccc(Br)cc3)cs2)CC1)N1CCOCC1. The result is 0 (unstable in rat liver microsomes).